This data is from Catalyst prediction with 721,799 reactions and 888 catalyst types from USPTO. The task is: Predict which catalyst facilitates the given reaction. (1) Reactant: [F:1][C:2]1[CH:33]=[CH:32][C:5]([O:6][C:7]2[CH:12]=[CH:11][C:10]([NH:13][C:14]([N:16]3[CH2:20][CH2:19][C:18]4([CH2:24][CH2:23][N:22](CC5C=CC=CC=5)[CH2:21]4)[CH2:17]3)=[O:15])=[CH:9][CH:8]=2)=[CH:4][CH:3]=1. Product: [F:1][C:2]1[CH:3]=[CH:4][C:5]([O:6][C:7]2[CH:8]=[CH:9][C:10]([NH:13][C:14]([N:16]3[CH2:20][CH2:19][C:18]4([CH2:24][CH2:23][NH:22][CH2:21]4)[CH2:17]3)=[O:15])=[CH:11][CH:12]=2)=[CH:32][CH:33]=1. The catalyst class is: 293. (2) Reactant: [Cl:1][C:2]1[C:7]([C:8]2[C:9](=[O:31])[N:10]([CH:28]([CH3:30])[CH3:29])[C:11]3[C:16]([CH:17]=2)=[CH:15][N:14]=[C:13]([NH:18]CC2C=CC(OC)=CC=2)[CH:12]=3)=[CH:6][C:5]([NH:32][C:33]([NH:35][C:36]2[CH:41]=[CH:40][CH:39]=[C:38]([F:42])[CH:37]=2)=[O:34])=[C:4]([F:43])[CH:3]=1.C1(OC)C=CC=CC=1. Product: [NH2:18][C:13]1[CH:12]=[C:11]2[C:16]([CH:17]=[C:8]([C:7]3[C:2]([Cl:1])=[CH:3][C:4]([F:43])=[C:5]([NH:32][C:33]([NH:35][C:36]4[CH:41]=[CH:40][CH:39]=[C:38]([F:42])[CH:37]=4)=[O:34])[CH:6]=3)[C:9](=[O:31])[N:10]2[CH:28]([CH3:30])[CH3:29])=[CH:15][N:14]=1. The catalyst class is: 67. (3) Reactant: [F:1][C:2]1[CH:3]=[C:4]([N+:9]([O-:11])=[O:10])[CH:5]=[CH:6][C:7]=1F.[NH:12]1[CH2:17][CH2:16][CH:15]([C:18]([O:20][CH3:21])=[O:19])[CH2:14][CH2:13]1.C([O-])([O-])=O.[K+].[K+]. Product: [F:1][C:2]1[CH:3]=[C:4]([N+:9]([O-:11])=[O:10])[CH:5]=[CH:6][C:7]=1[N:12]1[CH2:17][CH2:16][CH:15]([C:18]([O:20][CH3:21])=[O:19])[CH2:14][CH2:13]1. The catalyst class is: 3. (4) Product: [Cl:31][C:13]1[CH:12]=[C:11]([C:8]2[CH:7]=[CH:6][C:5]([C:3]([OH:4])=[O:2])=[CH:10][CH:9]=2)[CH:16]=[C:15]([Cl:17])[C:14]=1[CH2:18][N:19]1[CH2:23][CH2:22][CH:21]([N:24]2[CH2:29][CH2:28][CH2:27][CH2:26][CH2:25]2)[C:20]1=[O:30]. The catalyst class is: 125. Reactant: C[O:2][C:3]([C:5]1[CH:10]=[CH:9][C:8]([C:11]2[CH:16]=[C:15]([Cl:17])[C:14]([CH2:18][N:19]3[CH2:23][CH2:22][CH:21]([N:24]4[CH2:29][CH2:28][CH2:27][CH2:26][CH2:25]4)[C:20]3=[O:30])=[C:13]([Cl:31])[CH:12]=2)=[CH:7][CH:6]=1)=[O:4].[OH-].[Na+].Cl. (5) Reactant: Cl.C(O[C:5]([C:7]1[CH:8]=[C:9]2[C:13](=[CH:14][CH:15]=1)[NH:12][N:11]=[C:10]2[C:16]1[CH:21]=[CH:20][C:19]([F:22])=[CH:18][CH:17]=1)=[NH:6])C.C[O-].[Na+].[NH2:26][NH:27][C:28](=O)[CH2:29][N:30]1[CH2:35][CH2:34][O:33][CH2:32][CH2:31]1. Product: [F:22][C:19]1[CH:18]=[CH:17][C:16]([C:10]2[C:9]3[C:13](=[CH:14][CH:15]=[C:7]([C:5]4[N:6]=[C:28]([CH2:29][N:30]5[CH2:35][CH2:34][O:33][CH2:32][CH2:31]5)[NH:27][N:26]=4)[CH:8]=3)[NH:12][N:11]=2)=[CH:21][CH:20]=1. The catalyst class is: 357. (6) The catalyst class is: 3. Reactant: [NH:1]1[C:9]2[C:4](=[CH:5][C:6]([C:10]3[N:11]([CH2:23][C:24]4[C:29]([F:30])=[CH:28][C:27]([F:31])=[CH:26][C:25]=4[F:32])[N:12]=[C:13]4[C:18]=3[CH:17]=[CH:16][CH:15]=[C:14]4[C:19]([F:22])([F:21])[F:20])=[CH:7][CH:8]=2)[CH:3]=[CH:2]1.[H-].[Na+].[Cl:35][C:36]1[CH:43]=[C:42]([Cl:44])[CH:41]=[CH:40][C:37]=1[CH2:38]Br. Product: [Cl:35][C:36]1[CH:43]=[C:42]([Cl:44])[CH:41]=[CH:40][C:37]=1[CH2:38][N:1]1[C:9]2[C:4](=[CH:5][C:6]([C:10]3[N:11]([CH2:23][C:24]4[C:25]([F:32])=[CH:26][C:27]([F:31])=[CH:28][C:29]=4[F:30])[N:12]=[C:13]4[C:18]=3[CH:17]=[CH:16][CH:15]=[C:14]4[C:19]([F:22])([F:21])[F:20])=[CH:7][CH:8]=2)[CH:3]=[CH:2]1.